From a dataset of Catalyst prediction with 721,799 reactions and 888 catalyst types from USPTO. Predict which catalyst facilitates the given reaction. Reactant: C1C=C(Cl)C=C(C(OO)=O)C=1.[CH2:12]([C:16]1[O:20][N:19]=[C:18]([CH2:21][N:22]2[C:34]3[C:33]4[CH:32]=[CH:31][CH:30]=[CH:29][C:28]=4[N:27]=[CH:26][C:25]=3[N:24]=[CH:23]2)[CH:17]=1)[CH2:13][CH2:14][CH3:15].C1(C)C=CC(S(Cl)(=O)=O)=CC=1.[OH-].[NH4+:47].C(=O)(O)[O-].[Na+]. Product: [CH2:12]([C:16]1[O:20][N:19]=[C:18]([CH2:21][N:22]2[C:34]3[C:33]4[CH:32]=[CH:31][CH:30]=[CH:29][C:28]=4[N:27]=[C:26]([NH2:47])[C:25]=3[N:24]=[CH:23]2)[CH:17]=1)[CH2:13][CH2:14][CH3:15]. The catalyst class is: 22.